Dataset: NCI-60 drug combinations with 297,098 pairs across 59 cell lines. Task: Regression. Given two drug SMILES strings and cell line genomic features, predict the synergy score measuring deviation from expected non-interaction effect. (1) Drug 2: COCCOC1=C(C=C2C(=C1)C(=NC=N2)NC3=CC=CC(=C3)C#C)OCCOC.Cl. Cell line: NCI/ADR-RES. Synergy scores: CSS=21.0, Synergy_ZIP=-2.11, Synergy_Bliss=-0.768, Synergy_Loewe=-7.14, Synergy_HSA=0.975. Drug 1: C1CN1C2=NC(=NC(=N2)N3CC3)N4CC4. (2) Drug 1: C(CC(=O)O)C(=O)CN.Cl. Drug 2: C1=CN(C=N1)CC(O)(P(=O)(O)O)P(=O)(O)O. Cell line: ACHN. Synergy scores: CSS=5.03, Synergy_ZIP=-2.56, Synergy_Bliss=-0.375, Synergy_Loewe=0.940, Synergy_HSA=0.613. (3) Drug 1: CN1C2=C(C=C(C=C2)N(CCCl)CCCl)N=C1CCCC(=O)O.Cl. Drug 2: CC1C(C(CC(O1)OC2CC(CC3=C2C(=C4C(=C3O)C(=O)C5=C(C4=O)C(=CC=C5)OC)O)(C(=O)CO)O)N)O.Cl. Cell line: SN12C. Synergy scores: CSS=37.4, Synergy_ZIP=-6.15, Synergy_Bliss=-10.2, Synergy_Loewe=-7.50, Synergy_HSA=-7.07. (4) Drug 1: C1CC(C1)(C(=O)O)C(=O)O.[NH2-].[NH2-].[Pt+2]. Drug 2: C1C(C(OC1N2C=NC(=NC2=O)N)CO)O. Cell line: HOP-92. Synergy scores: CSS=16.8, Synergy_ZIP=1.28, Synergy_Bliss=9.54, Synergy_Loewe=-1.40, Synergy_HSA=3.12. (5) Drug 1: CC12CCC3C(C1CCC2O)C(CC4=C3C=CC(=C4)O)CCCCCCCCCS(=O)CCCC(C(F)(F)F)(F)F. Drug 2: CN(C(=O)NC(C=O)C(C(C(CO)O)O)O)N=O. Cell line: A549. Synergy scores: CSS=-0.538, Synergy_ZIP=1.69, Synergy_Bliss=2.27, Synergy_Loewe=1.40, Synergy_HSA=-0.180. (6) Drug 1: CN(C)C1=NC(=NC(=N1)N(C)C)N(C)C. Drug 2: CC1=C(C=C(C=C1)C(=O)NC2=CC(=CC(=C2)C(F)(F)F)N3C=C(N=C3)C)NC4=NC=CC(=N4)C5=CN=CC=C5. Cell line: UACC-257. Synergy scores: CSS=-5.57, Synergy_ZIP=3.84, Synergy_Bliss=2.05, Synergy_Loewe=-3.53, Synergy_HSA=-3.51. (7) Drug 1: C1=CC=C(C=C1)NC(=O)CCCCCCC(=O)NO. Drug 2: C#CCC(CC1=CN=C2C(=N1)C(=NC(=N2)N)N)C3=CC=C(C=C3)C(=O)NC(CCC(=O)O)C(=O)O. Cell line: OVCAR3. Synergy scores: CSS=53.0, Synergy_ZIP=3.82, Synergy_Bliss=-0.309, Synergy_Loewe=-16.1, Synergy_HSA=-0.300. (8) Drug 1: CNC(=O)C1=NC=CC(=C1)OC2=CC=C(C=C2)NC(=O)NC3=CC(=C(C=C3)Cl)C(F)(F)F. Drug 2: CN1C2=C(C=C(C=C2)N(CCCl)CCCl)N=C1CCCC(=O)O.Cl. Cell line: HL-60(TB). Synergy scores: CSS=8.40, Synergy_ZIP=-4.48, Synergy_Bliss=-5.25, Synergy_Loewe=1.75, Synergy_HSA=-0.136. (9) Drug 1: CC1=C(C(=CC=C1)Cl)NC(=O)C2=CN=C(S2)NC3=CC(=NC(=N3)C)N4CCN(CC4)CCO. Drug 2: C1=CC=C(C(=C1)C(C2=CC=C(C=C2)Cl)C(Cl)Cl)Cl. Cell line: BT-549. Synergy scores: CSS=-3.45, Synergy_ZIP=4.32, Synergy_Bliss=4.86, Synergy_Loewe=-1.13, Synergy_HSA=-0.537. (10) Drug 1: C1=NC2=C(N1)C(=S)N=C(N2)N. Drug 2: C(CN)CNCCSP(=O)(O)O. Cell line: SK-MEL-28. Synergy scores: CSS=13.5, Synergy_ZIP=-3.56, Synergy_Bliss=-1.34, Synergy_Loewe=-9.64, Synergy_HSA=-4.41.